The task is: Predict the product of the given reaction.. This data is from Forward reaction prediction with 1.9M reactions from USPTO patents (1976-2016). (1) Given the reactants [C:1]([N:5]1[C:9]([C:10]2[CH:15]=[CH:14][C:13]([F:16])=[CH:12][CH:11]=2)=[C:8]([C:17]2[S:18][CH:19]=[C:20]([C:22]([O:24]CC)=[O:23])[N:21]=2)[CH:7]=[N:6]1)([CH3:4])([CH3:3])[CH3:2].[OH-].[Na+], predict the reaction product. The product is: [C:1]([N:5]1[C:9]([C:10]2[CH:11]=[CH:12][C:13]([F:16])=[CH:14][CH:15]=2)=[C:8]([C:17]2[S:18][CH:19]=[C:20]([C:22]([OH:24])=[O:23])[N:21]=2)[CH:7]=[N:6]1)([CH3:4])([CH3:2])[CH3:3]. (2) Given the reactants [Cl:1][C:2]1[CH:3]=[C:4]2[C:13](=[C:14]3[C:19]=1[CH:18]=[CH:17][CH:16]=[N:15]3)[NH:12][S:11](=[O:21])(=[O:20])[C:10]1[C:5]2=[CH:6][C:7]([C:22](O)=[O:23])=[CH:8][CH:9]=1.[NH:25]1[CH2:30][CH2:29][O:28][CH2:27][CH2:26]1.CCN=C=NCCCN(C)C.Cl.C1C=CC2N(O)N=NC=2C=1, predict the reaction product. The product is: [Cl:1][C:2]1[CH:3]=[C:4]2[C:13](=[C:14]3[C:19]=1[CH:18]=[CH:17][CH:16]=[N:15]3)[NH:12][S:11](=[O:21])(=[O:20])[C:10]1[C:5]2=[CH:6][C:7]([C:22]([N:25]2[CH2:30][CH2:29][O:28][CH2:27][CH2:26]2)=[O:23])=[CH:8][CH:9]=1. (3) Given the reactants [O:1]1[CH2:6][CH2:5][N:4]([C:7]2[C:8]3[O:22][C:21]([CH2:23][N:24]4[CH2:29][CH2:28][N:27]([S:30]([CH3:33])(=[O:32])=[O:31])[CH2:26][CH2:25]4)=[CH:20][C:9]=3[N:10]=[C:11]([C:13]3[CH:14]=[CH:15][C:16]([NH2:19])=[N:17][CH:18]=3)[N:12]=2)[CH2:3][CH2:2]1.ClS([N:38]=[C:39]=[O:40])(=O)=O.[OH-].[Na+], predict the reaction product. The product is: [O:1]1[CH2:2][CH2:3][N:4]([C:7]2[C:8]3[O:22][C:21]([CH2:23][N:24]4[CH2:25][CH2:26][N:27]([S:30]([CH3:33])(=[O:32])=[O:31])[CH2:28][CH2:29]4)=[CH:20][C:9]=3[N:10]=[C:11]([C:13]3[CH:14]=[CH:15][C:16]([NH:19][C:39]([NH2:38])=[O:40])=[N:17][CH:18]=3)[N:12]=2)[CH2:5][CH2:6]1. (4) Given the reactants [C:1]([C:5]1[CH:13]=[CH:12][CH:11]=[CH:10][C:6]=1[C:7](O)=[O:8])([CH3:4])([CH3:3])[CH3:2].B.C1COCC1.[OH-].[Na+], predict the reaction product. The product is: [C:1]([C:5]1[CH:13]=[CH:12][CH:11]=[CH:10][C:6]=1[CH2:7][OH:8])([CH3:4])([CH3:2])[CH3:3]. (5) Given the reactants [OH:1][C:2]1[CH:3]=[C:4]([O:16][C:17]2[CH:22]=[CH:21][C:20]([S:23]([CH3:26])(=[O:25])=[O:24])=[CH:19][CH:18]=2)[CH:5]=[C:6]2[C:10]=1[NH:9][C:8]([C:11]([O:13][CH2:14][CH3:15])=[O:12])=[CH:7]2.CO.[CH3:29][Si](C=[N+]=[N-])(C)C, predict the reaction product. The product is: [CH3:29][O:1][C:2]1[CH:3]=[C:4]([O:16][C:17]2[CH:22]=[CH:21][C:20]([S:23]([CH3:26])(=[O:25])=[O:24])=[CH:19][CH:18]=2)[CH:5]=[C:6]2[C:10]=1[NH:9][C:8]([C:11]([O:13][CH2:14][CH3:15])=[O:12])=[CH:7]2. (6) Given the reactants C(OC(N(CCC([N:17]1[CH2:26][CH2:25][C:24]2[C:19](=[CH:20][C:21]([O:29][CH3:30])=[C:22]([O:27][CH3:28])[CH:23]=2)[C:18]21[CH2:35][CH2:34][CH:33]([C:36]([N:38]1[CH2:43][CH2:42][N:41]([C:44]3[CH:49]=[CH:48][N:47]=[C:46]([C:50](OC)=[O:51])[CH:45]=3)[CH2:40][CH2:39]1)=[O:37])[CH2:32][CH:31]2[CH:54]1[C:63]2[C:58](=[CH:59][C:60]([O:66][CH3:67])=[C:61]([O:64][CH3:65])[CH:62]=2)[CH2:57][CH2:56][N:55]1[CH2:68][CH3:69])=O)C)=O)C1C=CC=CC=1.[BH4-].[Ca+2].[BH4-].[Cl-].[Ca+2].[Cl-].[BH4-].[Na+], predict the reaction product. The product is: [CH3:28][O:27][C:22]1[CH:23]=[C:24]2[C:19](=[CH:20][C:21]=1[O:29][CH3:30])[C:18]1([CH2:35][CH2:34][CH:33]([C:36]([N:38]3[CH2:39][CH2:40][N:41]([C:44]4[CH:49]=[CH:48][N:47]=[C:46]([CH2:50][OH:51])[CH:45]=4)[CH2:42][CH2:43]3)=[O:37])[CH2:32][CH:31]1[CH:54]1[C:63]3[C:58](=[CH:59][C:60]([O:66][CH3:67])=[C:61]([O:64][CH3:65])[CH:62]=3)[CH2:57][CH2:56][N:55]1[CH2:68][CH3:69])[NH:17][CH2:26][CH2:25]2. (7) Given the reactants [F:1][C:2]1[CH:3]=[C:4]([CH:41]=[C:42]([F:44])[CH:43]=1)[CH2:5][N:6]1[C:10]([CH3:11])=[C:9]([C:12]2[C:20]3[C:15](=[N:16][CH:17]=[C:18]([C:21]4[CH:26]=[CH:25][C:24]([N:27]5[CH2:32][CH2:31][N:30](C(OC(C)(C)C)=O)[CH2:29][CH2:28]5)=[CH:23][CH:22]=4)[CH:19]=3)[NH:14][CH:13]=2)[C:8]([CH3:40])=[N:7]1.[ClH:45], predict the reaction product. The product is: [ClH:45].[F:44][C:42]1[CH:41]=[C:4]([CH:3]=[C:2]([F:1])[CH:43]=1)[CH2:5][N:6]1[C:10]([CH3:11])=[C:9]([C:12]2[C:20]3[C:15](=[N:16][CH:17]=[C:18]([C:21]4[CH:26]=[CH:25][C:24]([N:27]5[CH2:28][CH2:29][NH:30][CH2:31][CH2:32]5)=[CH:23][CH:22]=4)[CH:19]=3)[NH:14][CH:13]=2)[C:8]([CH3:40])=[N:7]1.